From a dataset of Forward reaction prediction with 1.9M reactions from USPTO patents (1976-2016). Predict the product of the given reaction. (1) Given the reactants [C:1](Cl)(=[O:3])[CH3:2].[CH3:5][C:6]1[NH:10][C:9]([C:11](=[O:13])[CH3:12])=[C:8]([CH3:14])[N:7]=1.C(N(CC)CC)C, predict the reaction product. The product is: [C:1]([N:7]1[C:8]([CH3:14])=[C:9]([C:11](=[O:13])[CH3:12])[N:10]=[C:6]1[CH3:5])(=[O:3])[CH3:2]. (2) Given the reactants [O:1]1[C:5]2[CH:6]=[CH:7][CH:8]=[CH:9][C:4]=2[N:3]=[C:2]1[NH:10][C:11]1[CH:16]=[CH:15][C:14]([NH2:17])=[CH:13][CH:12]=1.Cl[C:19]1[C:24]([N+:25]([O-:27])=[O:26])=[CH:23][CH:22]=[CH:21][N:20]=1, predict the reaction product. The product is: [O:1]1[C:5]2[CH:6]=[CH:7][CH:8]=[CH:9][C:4]=2[N:3]=[C:2]1[NH:10][C:11]1[CH:16]=[CH:15][C:14]([NH:17][C:19]2[C:24]([N+:25]([O-:27])=[O:26])=[CH:23][CH:22]=[CH:21][N:20]=2)=[CH:13][CH:12]=1. (3) Given the reactants [BH-](OC(C)=O)(OC(C)=O)OC(C)=O.[Na+].[F:15][C:16]([F:44])([F:43])[C:17]1[CH:41]=[C:40]([NH2:42])[C:20]2[NH:21][C:22]([N:24]3[CH2:29][CH2:28][N:27]([C:30]4[C:35]([C:36]([F:39])([F:38])[F:37])=[CH:34][CH:33]=[CH:32][N:31]=4)[CH2:26][CH2:25]3)=[N:23][C:19]=2[CH:18]=1.[F:45][C:46]1[CH:47]=[C:48]([CH:51]=[C:52]([F:55])[C:53]=1[F:54])[CH:49]=O, predict the reaction product. The product is: [F:45][C:46]1[CH:47]=[C:48]([CH:51]=[C:52]([F:55])[C:53]=1[F:54])[CH2:49][NH:42][C:40]1[C:20]2[NH:21][C:22]([N:24]3[CH2:25][CH2:26][N:27]([C:30]4[C:35]([C:36]([F:37])([F:38])[F:39])=[CH:34][CH:33]=[CH:32][N:31]=4)[CH2:28][CH2:29]3)=[N:23][C:19]=2[CH:18]=[C:17]([C:16]([F:15])([F:43])[F:44])[CH:41]=1. (4) Given the reactants [F:1][C:2]1[CH:28]=[C:27]([F:29])[CH:26]=[CH:25][C:3]=1[CH2:4][O:5][C:6]1[CH:11]=[C:10]([CH3:12])[N:9]([C:13]2[CH:14]=[C:15]([CH:20]=[CH:21][C:22]=2[CH3:23])[C:16]([O:18]C)=[O:17])[C:8](=[O:24])[CH:7]=1.[OH-].[Na+].Cl, predict the reaction product. The product is: [F:1][C:2]1[CH:28]=[C:27]([F:29])[CH:26]=[CH:25][C:3]=1[CH2:4][O:5][C:6]1[CH:11]=[C:10]([CH3:12])[N:9]([C:13]2[CH:14]=[C:15]([CH:20]=[CH:21][C:22]=2[CH3:23])[C:16]([OH:18])=[O:17])[C:8](=[O:24])[CH:7]=1. (5) Given the reactants Br[C:2]1[CH:3]=[C:4]2[C:10]([C:11]([C:13]3[C:14]([F:27])=[C:15]([NH:20][S:21]([CH2:24][CH2:25][CH3:26])(=[O:23])=[O:22])[CH:16]=[CH:17][C:18]=3[F:19])=[O:12])=[CH:9][NH:8][C:5]2=[N:6][CH:7]=1.[CH3:28][O:29][C:30]1[N:35]=[CH:34][C:33](B(O)O)=[CH:32][N:31]=1.C(#N)C.C(=O)([O-])[O-].[K+].[K+], predict the reaction product. The product is: [F:27][C:14]1[C:13]([C:11]([C:10]2[C:4]3[C:5](=[N:6][CH:7]=[C:2]([C:33]4[CH:32]=[N:31][C:30]([O:29][CH3:28])=[N:35][CH:34]=4)[CH:3]=3)[NH:8][CH:9]=2)=[O:12])=[C:18]([F:19])[CH:17]=[CH:16][C:15]=1[NH:20][S:21]([CH2:24][CH2:25][CH3:26])(=[O:23])=[O:22]. (6) Given the reactants [C:1]([C@H:5]1[CH2:10][CH2:9][C@H:8]([N:11]([C:28]2[N:32]([CH3:33])[C:31]3[CH:34]=[CH:35][C:36]([OH:38])=[CH:37][C:30]=3[N:29]=2)[CH:12]2[C:20]3[C:15](=[CH:16][C:17]([C:21]([O:23][CH2:24][CH2:25][CH2:26][CH3:27])=[O:22])=[CH:18][CH:19]=3)[CH2:14][CH2:13]2)[CH2:7][CH2:6]1)([CH3:4])([CH3:3])[CH3:2].[CH2:39](O)[CH2:40][CH3:41].N(C(OC(C)C)=O)=NC(OC(C)C)=O.C1C=CC(P(C2C=CC=CC=2)C2C=CC=CC=2)=CC=1, predict the reaction product. The product is: [C:1]([C@H:5]1[CH2:6][CH2:7][C@H:8]([N:11]([C:28]2[N:32]([CH3:33])[C:31]3[CH:34]=[CH:35][C:36]([O:38][CH2:39][CH2:40][CH3:41])=[CH:37][C:30]=3[N:29]=2)[CH:12]2[C:20]3[C:15](=[CH:16][C:17]([C:21]([O:23][CH2:24][CH2:25][CH2:26][CH3:27])=[O:22])=[CH:18][CH:19]=3)[CH2:14][CH2:13]2)[CH2:9][CH2:10]1)([CH3:2])([CH3:3])[CH3:4]. (7) The product is: [Cl:35][C:31]1[CH:30]=[C:29]2[NH:28][C:27](=[O:36])[C:13]3([CH:12]([C:6]4[CH:7]=[C:8]([Cl:11])[CH:9]=[CH:10][C:5]=4[O:4][CH2:3][CH2:2][NH:1][C:39]([N:38]([CH3:42])[CH3:37])=[O:40])[CH2:17][C:16](=[O:18])[NH:15][CH:14]3[C:19]3[CH:24]=[C:23]([F:25])[CH:22]=[CH:21][C:20]=3[CH3:26])[C:34]2=[CH:33][CH:32]=1. Given the reactants [NH2:1][CH2:2][CH2:3][O:4][C:5]1[CH:10]=[CH:9][C:8]([Cl:11])=[CH:7][C:6]=1[CH:12]1[CH2:17][C:16](=[O:18])[NH:15][CH:14]([C:19]2[CH:24]=[C:23]([F:25])[CH:22]=[CH:21][C:20]=2[CH3:26])[C:13]21[C:34]1[C:29](=[CH:30][C:31]([Cl:35])=[CH:32][CH:33]=1)[NH:28][C:27]2=[O:36].[CH3:37][N:38]([CH3:42])[C:39](Cl)=[O:40].C(N(CC)CC)C, predict the reaction product.